Dataset: Catalyst prediction with 721,799 reactions and 888 catalyst types from USPTO. Task: Predict which catalyst facilitates the given reaction. (1) Reactant: C(OC(=O)[NH:10][C:11]1[CH:16]=[CH:15][C:14]([NH:17][C:18](=[O:26])[CH2:19][CH2:20][CH2:21][CH2:22][N:23]([CH3:25])[CH3:24])=[CH:13][CH:12]=1)C1C=CC=CC=1.Br.C(OCC)C. Product: [NH2:10][C:11]1[CH:16]=[CH:15][C:14]([NH:17][C:18](=[O:26])[CH2:19][CH2:20][CH2:21][CH2:22][N:23]([CH3:24])[CH3:25])=[CH:13][CH:12]=1. The catalyst class is: 15. (2) Reactant: [CH3:1][O:2][C:3]1[CH:4]=[CH:5][C:6]2[N:11]=[CH:10][C:9](=[O:12])[N:8]([C:13]3[CH:14]=[C:15]4[C:20](=[CH:21][CH:22]=3)[CH:19]([CH2:23][NH:24]C(=O)OC(C)(C)C)[CH2:18][CH2:17][CH2:16]4)[C:7]=2[N:32]=1.C(Cl)(Cl)[Cl:34].Cl. Product: [ClH:34].[NH2:24][CH2:23][CH:19]1[CH2:18][CH2:17][CH2:16][C:15]2[CH:14]=[C:13]([N:8]3[C:9](=[O:12])[CH:10]=[N:11][C:6]4[CH:5]=[CH:4][C:3]([O:2][CH3:1])=[N:32][C:7]3=4)[CH:22]=[CH:21][C:20]1=2. The catalyst class is: 71. (3) Reactant: [Cl:1][CH2:2][C:3]([NH:5][C:6]1[CH:7]=[C:8]2[C:12](=[CH:13][CH:14]=1)[C:11](=[O:15])[O:10][CH2:9]2)=O.Cl.[OH-].[Na+]. Product: [Cl:1][CH2:2][CH2:3][NH:5][C:6]1[CH:7]=[C:8]2[C:12](=[CH:13][CH:14]=1)[C:11](=[O:15])[O:10][CH2:9]2. The catalyst class is: 1. (4) Reactant: Br[CH:2]([CH3:11])/[C:3](/OC)=[CH:4]\[C:5]([O:7][CH3:8])=[O:6].[C:12]([NH2:20])(=[O:19])[C:13]1[CH:18]=[CH:17][CH:16]=[CH:15][CH:14]=1. Product: [CH3:11][C:2]1[O:19][C:12]([C:13]2[CH:18]=[CH:17][CH:16]=[CH:15][CH:14]=2)=[N:20][C:3]=1[CH2:4][C:5]([O:7][CH3:8])=[O:6]. The catalyst class is: 11.